From a dataset of Full USPTO retrosynthesis dataset with 1.9M reactions from patents (1976-2016). Predict the reactants needed to synthesize the given product. (1) Given the product [Cl:20][C:21]1[CH:26]=[CH:25][N:24]=[C:23]([NH:27][C:2]2[C:11]3[C:6](=[CH:7][CH:8]=[C:9]([O:12][CH3:13])[CH:10]=3)[N:5]=[C:4]([C:14]3[CH:15]=[N:16][CH:17]=[CH:18][CH:19]=3)[N:3]=2)[CH:22]=1, predict the reactants needed to synthesize it. The reactants are: Cl[C:2]1[C:11]2[C:6](=[CH:7][CH:8]=[C:9]([O:12][CH3:13])[CH:10]=2)[N:5]=[C:4]([C:14]2[CH:15]=[N:16][CH:17]=[CH:18][CH:19]=2)[N:3]=1.[Cl:20][C:21]1[CH:26]=[CH:25][N:24]=[C:23]([NH2:27])[CH:22]=1.C([O-])([O-])=O.[Cs+].[Cs+].O. (2) Given the product [CH2:1]([C:3]1[CH:4]=[C:5]([OH:9])[CH:6]=[CH:7][C:8]=1[CH:11]=[O:12])[CH3:2], predict the reactants needed to synthesize it. The reactants are: [CH2:1]([C:3]1[CH:4]=[C:5]([OH:9])[CH:6]=[CH:7][CH:8]=1)[CH3:2].Cl[CH:11](Cl)[O:12]C. (3) Given the product [CH3:22][C:19]1([CH3:21])[O:20][B:16]([OH:17])[C:10]2[CH:11]=[C:12]([CH3:15])[CH:13]=[CH:14][C:9]1=2, predict the reactants needed to synthesize it. The reactants are: C(OCOC([C:9]1[CH:14]=[CH:13][C:12]([CH3:15])=[CH:11][C:10]=1[B:16]1[O:20][C:19]([CH3:22])([CH3:21])C(C)(C)[O:17]1)(C)C)C.Cl. (4) The reactants are: Br[CH2:2][CH2:3][CH2:4][CH2:5][CH2:6][CH2:7][O:8][CH2:9][CH2:10][CH2:11][CH2:12][C:13]1[CH:14]=[C:15]([S:19]([NH2:22])(=[O:21])=[O:20])[CH:16]=[CH:17][CH:18]=1.[CH2:23]([NH:30][CH2:31][C@@H:32]([C:34]1[CH:45]=[CH:44][C:37]2[O:38][C:39]([CH3:43])([CH3:42])[O:40][CH2:41][C:36]=2[CH:35]=1)[OH:33])[C:24]1[CH:29]=[CH:28][CH:27]=[CH:26][CH:25]=1.C(N(C(C)C)CC)(C)C. Given the product [CH2:23]([N:30]([CH2:31][C@@H:32]([C:34]1[CH:45]=[CH:44][C:37]2[O:38][C:39]([CH3:42])([CH3:43])[O:40][CH2:41][C:36]=2[CH:35]=1)[OH:33])[CH2:2][CH2:3][CH2:4][CH2:5][CH2:6][CH2:7][O:8][CH2:9][CH2:10][CH2:11][CH2:12][C:13]1[CH:14]=[C:15]([S:19]([NH2:22])(=[O:21])=[O:20])[CH:16]=[CH:17][CH:18]=1)[C:24]1[CH:25]=[CH:26][CH:27]=[CH:28][CH:29]=1, predict the reactants needed to synthesize it. (5) Given the product [CH3:11][O:10][C:4]1[CH:5]=[C:6]([CH:9]=[C:2]([I:1])[C:3]=1[O:12][CH2:19][CH2:13][OH:16])[CH:7]=[O:8], predict the reactants needed to synthesize it. The reactants are: [I:1][C:2]1[C:3]([OH:12])=[C:4]([O:10][CH3:11])[CH:5]=[C:6]([CH:9]=1)[CH:7]=[O:8].[C:13](=[O:16])([O-])[O-].[K+].[K+].[CH3:19]N(C=O)C. (6) The reactants are: [Cl:1][C:2]1[C:10]([C:11]([O:13]C)=[O:12])=[CH:9][C:8]([I:15])=[C:7]2[C:3]=1[C:4]([S:16][CH3:17])=[CH:5][NH:6]2.[OH-].[K+]. Given the product [Cl:1][C:2]1[C:10]([C:11]([OH:13])=[O:12])=[CH:9][C:8]([I:15])=[C:7]2[C:3]=1[C:4]([S:16][CH3:17])=[CH:5][NH:6]2, predict the reactants needed to synthesize it. (7) Given the product [C:33]([C:37]1[CH:38]=[CH:39][C:40]([N:41]2[CH:9]([C:10]3[CH:15]=[CH:14][C:13]([N+:16]([O-:18])=[O:17])=[CH:12][CH:11]=3)[CH2:8][CH2:7][CH:6]2[C:24]2[CH:29]=[CH:28][C:27]([N+:30]([O-:32])=[O:31])=[CH:26][CH:25]=2)=[CH:42][CH:43]=1)([CH3:36])([CH3:34])[CH3:35], predict the reactants needed to synthesize it. The reactants are: CS(O[CH:6]([C:24]1[CH:29]=[CH:28][C:27]([N+:30]([O-:32])=[O:31])=[CH:26][CH:25]=1)[CH2:7][CH2:8][CH:9](OS(C)(=O)=O)[C:10]1[CH:15]=[CH:14][C:13]([N+:16]([O-:18])=[O:17])=[CH:12][CH:11]=1)(=O)=O.[C:33]([C:37]1[CH:43]=[CH:42][C:40]([NH2:41])=[CH:39][CH:38]=1)([CH3:36])([CH3:35])[CH3:34].C(OCC)(=O)C.Cl. (8) Given the product [C:1]([S:4][CH2:5][C:6]1[CH:7]=[C:8]([CH:11]=[CH:12][C:13]=1[F:25])[C:9]#[N:10])(=[O:3])[CH3:2], predict the reactants needed to synthesize it. The reactants are: [C:1]([S:4][CH2:5][C:6]1[CH:7]=[C:8]([CH:11]=[CH:12][C:13]=1Cl)[C:9]#[N:10])(=[O:3])[CH3:2].BrCC1C=C(C=CC=1[F:25])C#N.BrCC1C=C(C=CC=1Cl)C#N.